This data is from Forward reaction prediction with 1.9M reactions from USPTO patents (1976-2016). The task is: Predict the product of the given reaction. (1) Given the reactants [OH-].[Na+].[CH2:3]([O:14][C:15]1[CH:24]=[CH:23][CH:22]=[CH:21][C:16]=1[C:17]([O:19]C)=[O:18])[CH2:4][CH2:5]/[CH:6]=[CH:7]\[CH2:8][CH2:9][CH2:10][CH2:11][CH2:12][CH3:13], predict the reaction product. The product is: [CH2:3]([O:14][C:15]1[CH:24]=[CH:23][CH:22]=[CH:21][C:16]=1[C:17]([OH:19])=[O:18])[CH2:4][CH2:5]/[CH:6]=[CH:7]\[CH2:8][CH2:9][CH2:10][CH2:11][CH2:12][CH3:13]. (2) Given the reactants [Br:1][C:2]1[CH:3]=[C:4]2[C:12](=[CH:13][CH:14]=1)[NH:11][C:10]1[CH:9]=[C:8]3[C:15]([CH3:23])([CH3:22])[C:16]4[C:21]([C:7]3=[CH:6][C:5]2=1)=[CH:20][CH:19]=[CH:18][CH:17]=4.[CH3:24][C:25]([O:28][C:29](O[C:29]([O:28][C:25]([CH3:27])([CH3:26])[CH3:24])=[O:30])=[O:30])([CH3:27])[CH3:26].O, predict the reaction product. The product is: [Br:1][C:2]1[CH:3]=[C:4]2[C:12](=[CH:13][CH:14]=1)[N:11]([C:29]([O:28][C:25]([CH3:27])([CH3:26])[CH3:24])=[O:30])[C:10]1[CH:9]=[C:8]3[C:15]([CH3:23])([CH3:22])[C:16]4[C:21]([C:7]3=[CH:6][C:5]2=1)=[CH:20][CH:19]=[CH:18][CH:17]=4. (3) Given the reactants C([O:3][C:4](=[O:20])[C@@H:5]([O:18][CH3:19])[CH2:6][C:7]1[CH:12]=[CH:11][C:10]([O:13][CH2:14][CH2:15][CH2:16]Br)=[CH:9][CH:8]=1)C.[F:21][C:22]1[CH:27]=[CH:26][C:25]([C:28]2[C:32]3[CH:33]=[CH:34][C:35]([OH:37])=[CH:36][C:31]=3[O:30][CH:29]=2)=[CH:24][CH:23]=1.[OH-].[Na+], predict the reaction product. The product is: [F:21][C:22]1[CH:27]=[CH:26][C:25]([C:28]2[C:32]3[CH:33]=[CH:34][C:35]([O:37][CH2:16][CH2:15][CH2:14][O:13][C:10]4[CH:9]=[CH:8][C:7]([CH2:6][C@H:5]([O:18][CH3:19])[C:4]([OH:3])=[O:20])=[CH:12][CH:11]=4)=[CH:36][C:31]=3[O:30][CH:29]=2)=[CH:24][CH:23]=1.